From a dataset of Peptide-MHC class II binding affinity with 134,281 pairs from IEDB. Regression. Given a peptide amino acid sequence and an MHC pseudo amino acid sequence, predict their binding affinity value. This is MHC class II binding data. The peptide sequence is ALREKVLGLPAIKAW. The MHC is DRB1_1501 with pseudo-sequence DRB1_1501. The binding affinity (normalized) is 0.594.